Dataset: Forward reaction prediction with 1.9M reactions from USPTO patents (1976-2016). Task: Predict the product of the given reaction. (1) Given the reactants [Cl:1][C:2]1[CH:7]=[CH:6][C:5]([C:8](=[O:14])[CH2:9][CH2:10][C:11]([OH:13])=[O:12])=[CH:4][C:3]=1[S:15](Cl)(=[O:17])=[O:16].[CH:19]1([NH2:25])[CH2:24][CH2:23][CH2:22][CH2:21][CH2:20]1.CO.Cl, predict the reaction product. The product is: [Cl:1][C:2]1[CH:7]=[CH:6][C:5]([C:8](=[O:14])[CH2:9][CH2:10][C:11]([OH:13])=[O:12])=[CH:4][C:3]=1[S:15](=[O:17])(=[O:16])[NH:25][CH:19]1[CH2:24][CH2:23][CH2:22][CH2:21][CH2:20]1. (2) Given the reactants [Cl:1][C:2]1[CH:11]=[C:10]2[C:5]([CH2:6][CH2:7][O:8][C@H:9]2[C:12]2[CH:13]=[C:14]([C:18]([C:20]3[C:21]([NH:26][C@@H:27]4[CH2:31][C@H:30]([CH2:32][O:33][S:34]([NH:37][C:38](=[O:44])[O:39][C:40]([CH3:43])([CH3:42])[CH3:41])(=[O:36])=[O:35])[C@@H:29]([OH:45])[CH2:28]4)=[N:22][CH:23]=[N:24][CH:25]=3)=[O:19])[S:15][C:16]=2[CH3:17])=[CH:4][CH:3]=1.[C:46]([O:50][C:51]([NH:53][C@H:54]([C:59](O)=[O:60])[C@H:55]([CH2:57][CH3:58])[CH3:56])=[O:52])([CH3:49])([CH3:48])[CH3:47].Cl.CN(C)CCCN=C=NCC, predict the reaction product. The product is: [C:46]([O:50][C:51]([NH:53][C@@H:54]([C@@H:55]([CH3:56])[CH2:57][CH3:58])[C:59]([O:45][C@H:29]1[CH2:28][C@H:27]([NH:26][C:21]2[C:20]([C:18]([C:14]3[S:15][C:16]([CH3:17])=[C:12]([C@H:9]4[C:10]5[C:5](=[CH:4][CH:3]=[C:2]([Cl:1])[CH:11]=5)[CH2:6][CH2:7][O:8]4)[CH:13]=3)=[O:19])=[CH:25][N:24]=[CH:23][N:22]=2)[CH2:31][C@@H:30]1[CH2:32][O:33][S:34](=[O:35])(=[O:36])[NH:37][C:38]([O:39][C:40]([CH3:41])([CH3:42])[CH3:43])=[O:44])=[O:60])=[O:52])([CH3:49])([CH3:48])[CH3:47]. (3) Given the reactants C[O:2][C:3]([C:5]1[S:9][C:8]2[CH:10]=[C:11]([O:15][CH3:16])[C:12]([OH:14])=[CH:13][C:7]=2[C:6]=1[Cl:17])=[O:4].[OH-].[Na+], predict the reaction product. The product is: [Cl:17][C:6]1[C:7]2[CH:13]=[C:12]([OH:14])[C:11]([O:15][CH3:16])=[CH:10][C:8]=2[S:9][C:5]=1[C:3]([OH:4])=[O:2]. (4) Given the reactants [OH:1][C:2]1[C:11]2[C:6](=[CH:7][CH:8]=[CH:9][CH:10]=2)[C:5]([CH:12]=[O:13])=[CH:4][CH:3]=1.Cl[C:15]1[CH:20]=[CH:19][C:18]([C:21]#[N:22])=[CH:17][N:16]=1.C([O-])([O-])=O.[K+].[K+].O, predict the reaction product. The product is: [CH:12]([C:5]1[C:6]2[C:11](=[CH:10][CH:9]=[CH:8][CH:7]=2)[C:2]([O:1][C:15]2[CH:20]=[CH:19][C:18]([C:21]#[N:22])=[CH:17][N:16]=2)=[CH:3][CH:4]=1)=[O:13]. (5) The product is: [Cl:3][C:4]1[CH:5]=[CH:6][C:7]([O:12][CH2:13][CH:14]([CH3:16])[CH3:15])=[C:8]([CH2:9][OH:10])[CH:11]=1. Given the reactants [BH4-].[Na+].[Cl:3][C:4]1[CH:5]=[CH:6][C:7]([O:12][CH2:13][CH:14]([CH3:16])[CH3:15])=[C:8]([CH:11]=1)[CH:9]=[O:10], predict the reaction product.